From a dataset of Reaction yield outcomes from USPTO patents with 853,638 reactions. Predict the reaction yield, written as a fraction of the theoretical maximum amount of product (1.0 means a 100% yield; for example, 0.34 means a 34% yield). (1) The reactants are [CH3:1][O:2][C:3]1[C:4]([NH2:15])=[CH:5][C:6]([C:9]2[CH:14]=[CH:13][CH:12]=[CH:11][CH:10]=2)=[N:7][CH:8]=1.[I:16]([O-])(=O)=O.[K+].[OH-].[Na+]. The catalyst is [Cl-].[Na+].O. The product is [I:16][C:5]1[C:6]([C:9]2[CH:14]=[CH:13][CH:12]=[CH:11][CH:10]=2)=[N:7][CH:8]=[C:3]([O:2][CH3:1])[C:4]=1[NH2:15]. The yield is 0.790. (2) The reactants are CS(O)(=O)=O.N[C@H](C(O)=O)CCSC.C[O:16][C:17]1[CH:18]=[C:19]([C@H:23]([CH2:30][CH3:31])[C@@H:24]([CH3:29])[CH2:25][N:26]([CH3:28])[CH3:27])[CH:20]=[CH:21][CH:22]=1.O. The catalyst is CC1CCCCC1. The product is [CH3:28][N:26]([CH3:27])[CH2:25][C@H:24]([CH3:29])[C@H:23]([C:19]1[CH:18]=[C:17]([OH:16])[CH:22]=[CH:21][CH:20]=1)[CH2:30][CH3:31]. The yield is 0.895. (3) The catalyst is C(Cl)Cl. The reactants are [CH3:1][O:2][CH2:3][CH:4]([NH:25]C(OC(C)(C)C)=O)[C:5]([NH:7][C:8]1[CH:9]=[CH:10][C:11]2[N:12]([CH:22]([CH3:24])[CH3:23])[C:13]3[C:18]([C:19]=2[C:20]=1[CH3:21])=[CH:17][CH:16]=[CH:15][CH:14]=3)=[O:6].FC(F)(F)C(O)=O.O.C(=O)([O-])[O-].[K+].[K+]. The yield is 0.960. The product is [CH3:1][O:2][CH2:3][CH:4]([NH2:25])[C:5]([NH:7][C:8]1[CH:9]=[CH:10][C:11]2[N:12]([CH:22]([CH3:23])[CH3:24])[C:13]3[C:18]([C:19]=2[C:20]=1[CH3:21])=[CH:17][CH:16]=[CH:15][CH:14]=3)=[O:6]. (4) The reactants are [NH:1]1[C:10]2[C:5](=[CH:6][CH:7]=[CH:8][CH:9]=2)[N:4]=[CH:3][C:2]1=[O:11].[Br:12]Br. The catalyst is CC(O)=O. The product is [Br:12][C:8]1[CH:9]=[C:10]2[C:5]([N:4]=[CH:3][C:2](=[O:11])[NH:1]2)=[CH:6][CH:7]=1. The yield is 0.880. (5) The reactants are O[C:2]1[C:3]([C:11]2([CH2:34][OH:35])[C:19]3[C:14](=[CH:15][CH:16]=[CH:17][CH:18]=3)[N:13]([CH2:20][CH2:21][N:22]3[C:30](=[O:31])[C:29]4[C:24](=[CH:25][CH:26]=[CH:27][CH:28]=4)[C:23]3=[O:32])[C:12]2=[O:33])=[CH:4][C:5]2[O:9][CH2:8][O:7][C:6]=2[CH:10]=1.C1(CCN2C3C(=CC=CC=3)C(C3C(O)=CC4OCOC=4C=3)(CO)C2=O)CC1. No catalyst specified. The product is [O:33]=[C:12]1[C:11]2([C:3]3=[CH:4][C:5]4[O:9][CH2:8][O:7][C:6]=4[CH:10]=[C:2]3[O:35][CH2:34]2)[C:19]2[C:14](=[CH:15][CH:16]=[CH:17][CH:18]=2)[N:13]1[CH2:20][CH2:21][N:22]1[C:30](=[O:31])[C:29]2[C:24](=[CH:25][CH:26]=[CH:27][CH:28]=2)[C:23]1=[O:32]. The yield is 0.610. (6) The catalyst is C1C=CC=CC=1.C(OCC)(=O)C. The reactants are [Cl:1][C:2]1[CH:7]=[CH:6][C:5](/[C:8](/[CH3:17])=[CH:9]/[C:10]2[CH:15]=[CH:14][C:13]([Cl:16])=[CH:12][CH:11]=2)=[CH:4][N:3]=1.[Cl:18][C:19]([Cl:27])([Cl:26])[CH2:20][O:21][S:22]([NH2:25])(=[O:24])=[O:23].[O-2].[Mg+2].C(O)(=O)C.C(O)(=O)C.IC1C=CC=CC=1. The yield is 0.340. The product is [Cl:16][C:13]1[CH:12]=[CH:11][C:10]([C@H:9]2[N:25]([S:22]([O:21][CH2:20][C:19]([Cl:27])([Cl:26])[Cl:18])(=[O:24])=[O:23])[C@@:8]2([C:5]2[CH:4]=[N:3][C:2]([Cl:1])=[CH:7][CH:6]=2)[CH3:17])=[CH:15][CH:14]=1. (7) The reactants are [CH3:1][C:2]1[CH:7]=[C:6]([C:8]2[N:12]([C:13]3[CH:18]=[CH:17][C:16]([S:19]([CH3:22])(=[O:21])=[O:20])=[C:15]([F:23])[CH:14]=3)[N:11]=[C:10]([C:24]([F:27])([F:26])[F:25])[CH:9]=2)[CH:5]=[CH:4][C:3]=1[OH:28].S(Cl)([Cl:32])(=O)=O.O. The catalyst is C(Cl)Cl. The product is [Cl:32][C:4]1[CH:5]=[C:6]([C:8]2[N:12]([C:13]3[CH:18]=[CH:17][C:16]([S:19]([CH3:22])(=[O:21])=[O:20])=[C:15]([F:23])[CH:14]=3)[N:11]=[C:10]([C:24]([F:25])([F:26])[F:27])[CH:9]=2)[CH:7]=[C:2]([CH3:1])[C:3]=1[OH:28]. The yield is 0.886.